This data is from Reaction yield outcomes from USPTO patents with 853,638 reactions. The task is: Predict the reaction yield, written as a fraction of the theoretical maximum amount of product (1.0 means a 100% yield; for example, 0.34 means a 34% yield). The reactants are [F:1][C:2]1[CH:7]=[CH:6][C:5]([I:8])=[CH:4][C:3]=1[N:9]1[CH:14]=[C:13]([O:15][CH3:16])[C:12](=[O:17])[C:11]([C:18](N(OC)C)=[O:19])=[N:10]1.[CH3:24][Mg+].[Br-]. The catalyst is C1COCC1. The product is [C:18]([C:11]1[C:12](=[O:17])[C:13]([O:15][CH3:16])=[CH:14][N:9]([C:3]2[CH:4]=[C:5]([I:8])[CH:6]=[CH:7][C:2]=2[F:1])[N:10]=1)(=[O:19])[CH3:24]. The yield is 0.920.